Dataset: Catalyst prediction with 721,799 reactions and 888 catalyst types from USPTO. Task: Predict which catalyst facilitates the given reaction. The catalyst class is: 20. Reactant: C([S:4][CH2:5][CH2:6][C:7]1[CH:12]=[CH:11][C:10]([C:13]([O:15]C)=[O:14])=[CH:9][C:8]=1[C:17]([O:19]C)=[O:18])(=O)C.[OH-].[Na+]. Product: [SH:4][CH2:5][CH2:6][C:7]1[CH:12]=[CH:11][C:10]([C:13]([OH:15])=[O:14])=[CH:9][C:8]=1[C:17]([OH:19])=[O:18].